This data is from Peptide-MHC class I binding affinity with 185,985 pairs from IEDB/IMGT. The task is: Regression. Given a peptide amino acid sequence and an MHC pseudo amino acid sequence, predict their binding affinity value. This is MHC class I binding data. (1) The peptide sequence is PYYFANNKF. The MHC is HLA-A23:01 with pseudo-sequence HLA-A23:01. The binding affinity (normalized) is 0.180. (2) The peptide sequence is EELKSLFNTI. The MHC is HLA-B08:01 with pseudo-sequence HLA-B08:01. The binding affinity (normalized) is 0.0847. (3) The peptide sequence is KEQHKRNY. The MHC is Mamu-A11 with pseudo-sequence Mamu-A11. The binding affinity (normalized) is 0. (4) The peptide sequence is FVHTLLKTY. The MHC is HLA-B57:01 with pseudo-sequence HLA-B57:01. The binding affinity (normalized) is 0.0847. (5) The peptide sequence is YSALNLTAE. The MHC is H-2-Db with pseudo-sequence H-2-Db. The binding affinity (normalized) is 0.458. (6) The peptide sequence is KTLDISSFY. The MHC is HLA-A03:01 with pseudo-sequence HLA-A03:01. The binding affinity (normalized) is 0.728. (7) The peptide sequence is ITIPIGLYL. The MHC is HLA-A26:01 with pseudo-sequence HLA-A26:01. The binding affinity (normalized) is 0.0847.